From a dataset of Reaction yield outcomes from USPTO patents with 853,638 reactions. Predict the reaction yield, written as a fraction of the theoretical maximum amount of product (1.0 means a 100% yield; for example, 0.34 means a 34% yield). The reactants are [C:1]([O:5][C:6]([NH:8][C@H:9]1[C@H:14]([O:15][Si:16]([C:19]([CH3:22])([CH3:21])[CH3:20])([CH3:18])[CH3:17])[C@@H:13]([CH3:23])[CH2:12][N:11]([C:24]2[CH:29]=[CH:28][N:27]=[CH:26][C:25]=2[NH:30][C:31]([C:33]2[C:42]([NH:43]C(=O)OCC3C=CC=CC=3)=[CH:41][C:40]3[C:35](=[CH:36][C:37]([C:54]4[CH2:55][CH2:56][N:57]([CH3:60])[CH2:58][CH:59]=4)=[CH:38][CH:39]=3)[N:34]=2)=[O:32])[CH2:10]1)=[O:7])([CH3:4])([CH3:3])[CH3:2].[H][H]. The catalyst is CO.[Pd]. The product is [NH2:43][C:42]1[C:33]([C:31]([NH:30][C:25]2[CH:26]=[N:27][CH:28]=[CH:29][C:24]=2[N:11]2[CH2:12][C@H:13]([CH3:23])[C@@H:14]([O:15][Si:16]([C:19]([CH3:22])([CH3:20])[CH3:21])([CH3:18])[CH3:17])[C@H:9]([NH:8][C:6](=[O:7])[O:5][C:1]([CH3:4])([CH3:3])[CH3:2])[CH2:10]2)=[O:32])=[N:34][C:35]2[C:40]([CH:41]=1)=[CH:39][CH:38]=[C:37]([CH:54]1[CH2:59][CH2:58][N:57]([CH3:60])[CH2:56][CH2:55]1)[CH:36]=2. The yield is 0.680.